Dataset: Full USPTO retrosynthesis dataset with 1.9M reactions from patents (1976-2016). Task: Predict the reactants needed to synthesize the given product. (1) Given the product [CH2:28]([C@:10]1([C@@H:2]([OH:1])[C:3]([O:5][C:6]([CH3:8])([CH3:7])[CH3:9])=[O:4])[O:15][CH2:14][CH2:13][N:12]([C:16]2[CH:21]=[CH:20][CH:19]=[C:18]([C:22]([F:23])([F:25])[F:24])[N:17]=2)[C:11]1=[O:26])[CH3:29], predict the reactants needed to synthesize it. The reactants are: [OH:1][C@H:2]([C@H:10]1[O:15][CH2:14][CH2:13][N:12]([C:16]2[CH:21]=[CH:20][CH:19]=[C:18]([C:22]([F:25])([F:24])[F:23])[N:17]=2)[C:11]1=[O:26])[C:3]([O:5][C:6]([CH3:9])([CH3:8])[CH3:7])=[O:4].[Li+].[CH3:28][CH:29]([N-]C(C)C)C.C(Br)C. (2) Given the product [CH:14]1([CH2:13][O:12][C:7]2[C:2]([C:23]3[CH:24]=[CH:25][C:20]([O:19][C:18]([F:30])([F:29])[F:17])=[CH:21][CH:22]=3)=[CH:3][C:4]([C:9]([NH:31][CH2:32][C:33]([OH:38])([CH3:39])[C:34]([F:37])([F:36])[F:35])=[O:11])=[CH:5][N:6]=2)[CH2:16][CH2:15]1, predict the reactants needed to synthesize it. The reactants are: Br[C:2]1[CH:3]=[C:4]([C:9]([OH:11])=O)[CH:5]=[N:6][C:7]=1Cl.[OH:12][CH2:13][CH:14]1[CH2:16][CH2:15]1.[F:17][C:18]([F:30])([F:29])[O:19][C:20]1[CH:25]=[CH:24][C:23](B(O)O)=[CH:22][CH:21]=1.[NH2:31][CH2:32][C:33]([CH3:39])([OH:38])[C:34]([F:37])([F:36])[F:35]. (3) The reactants are: [CH2:1]([C:3]([C:21]1[CH:26]=[CH:25][C:24]([OH:27])=[C:23]([CH3:28])[CH:22]=1)([C:6]1[CH:11]=[CH:10][C:9]([CH2:12][CH2:13][CH:14]([OH:19])[C:15]([CH3:18])([CH3:17])[CH3:16])=[C:8]([CH3:20])[CH:7]=1)[CH2:4][CH3:5])[CH3:2].[C:29]([O-:32])([O-])=[O:30].[K+].[K+].O=C1[O:40][C@@H:39]([CH2:41]OS(C2C=CC(C)=CC=2)(=O)=O)[CH2:38][CH2:37]1. Given the product [CH2:1]([C:3]([C:21]1[CH:26]=[CH:25][C:24]([O:27][CH2:41][C@H:39]([OH:40])[CH2:38][CH2:37][C:29]([OH:32])=[O:30])=[C:23]([CH3:28])[CH:22]=1)([C:6]1[CH:11]=[CH:10][C:9]([CH2:12][CH2:13][CH:14]([OH:19])[C:15]([CH3:17])([CH3:18])[CH3:16])=[C:8]([CH3:20])[CH:7]=1)[CH2:4][CH3:5])[CH3:2], predict the reactants needed to synthesize it. (4) Given the product [Cl:25][C:26]1[CH:35]=[CH:34][CH:33]=[CH:32][C:27]=1[CH2:28][N:29]([CH2:30][CH3:31])[C:20](=[O:22])[CH2:19][O:18][C:17]1[CH:16]=[CH:15][C:14]([CH2:13][CH2:12][S:11][C:6]2[CH:7]=[CH:8][CH:9]=[CH:10][C:5]=2[C:3]([O:2][CH3:1])=[O:4])=[CH:24][CH:23]=1, predict the reactants needed to synthesize it. The reactants are: [CH3:1][O:2][C:3]([C:5]1[CH:10]=[CH:9][CH:8]=[CH:7][C:6]=1[S:11][CH2:12][CH2:13][C:14]1[CH:24]=[CH:23][C:17]([O:18][CH2:19][C:20]([OH:22])=O)=[CH:16][CH:15]=1)=[O:4].[Cl:25][C:26]1[CH:35]=[CH:34][CH:33]=[CH:32][C:27]=1[CH2:28][NH:29][CH2:30][CH3:31].F[B-](F)(F)F.N1(OC(N(C)C)=[N+](C)C)C2C=CC=CC=2N=N1.C(N(C(C)C)C(C)C)C. (5) Given the product [CH3:8][O:23][C:22](=[O:24])[CH:21]([C:18]1[CH:17]=[CH:16][C:15]([Br:14])=[CH:20][CH:19]=1)[OH:25], predict the reactants needed to synthesize it. The reactants are: C[Si](C=[N+]=[N-])(C)C.[CH3:8]CCCCC.[Br:14][C:15]1[CH:20]=[CH:19][C:18]([CH:21]([OH:25])[C:22]([OH:24])=[O:23])=[CH:17][CH:16]=1.CO. (6) Given the product [ClH:31].[CH2:1]([O:8][C:9](=[O:30])[C@@H:10]1[CH2:14][CH2:13][CH2:12][N:11]1[C:15](=[O:29])[CH:16]([CH:25]([CH2:27][CH3:28])[CH3:26])[NH2:17])[C:2]1[CH:7]=[CH:6][CH:5]=[CH:4][CH:3]=1, predict the reactants needed to synthesize it. The reactants are: [CH2:1]([O:8][C:9](=[O:30])[C@@H:10]1[CH2:14][CH2:13][CH2:12][N:11]1[C:15](=[O:29])[CH:16]([CH:25]([CH2:27][CH3:28])[CH3:26])[NH:17]C(OC(C)(C)C)=O)[C:2]1[CH:7]=[CH:6][CH:5]=[CH:4][CH:3]=1.[ClH:31].C(OCC)(=O)C.